From a dataset of Forward reaction prediction with 1.9M reactions from USPTO patents (1976-2016). Predict the product of the given reaction. Given the reactants [Br:1][C:2]1[CH:7]=[CH:6][C:5]([F:8])=[C:4]([N+:9]([O-])=O)[CH:3]=1.[Sn](Cl)Cl.[OH-].[Na+].C(N(CC)CC)C.[C:24](O[C:24]([C:26]([F:29])([F:28])[F:27])=[O:25])([C:26]([F:29])([F:28])[F:27])=[O:25], predict the reaction product. The product is: [Br:1][C:2]1[CH:7]=[CH:6][C:5]([F:8])=[C:4]([NH:9][C:24](=[O:25])[C:26]([F:29])([F:28])[F:27])[CH:3]=1.